The task is: Predict which catalyst facilitates the given reaction.. This data is from Catalyst prediction with 721,799 reactions and 888 catalyst types from USPTO. (1) Reactant: [C:1]([C:3]1[CH:8]=[CH:7][C:6]([CH2:9][CH:10]([C:14](=[O:17])NC)[C:11]([OH:13])=[O:12])=[CH:5][CH:4]=1)#[N:2].C1C=CC2N([OH:27])N=NC=2C=1.[CH3:28][CH:29]([CH3:36])N=C=NC(C)C. Product: [CH3:28][C:29]1([CH3:36])[O:27][C:14](=[O:17])[CH:10]([CH2:9][C:6]2[CH:7]=[CH:8][C:3]([C:1]#[N:2])=[CH:4][CH:5]=2)[C:11](=[O:12])[O:13]1. The catalyst class is: 3. (2) Reactant: [Cl:1][C:2]1[CH:7]=[CH:6][C:5]([NH2:8])=[CH:4][C:3]=1[C:9]1[O:10][C:11]2[CH:17]=[CH:16][C:15]([Cl:18])=[CH:14][C:12]=2[N:13]=1.[C:19](Cl)(=[O:22])[CH2:20][CH3:21]. Product: [Cl:1][C:2]1[CH:7]=[CH:6][C:5]([NH:8][C:19](=[O:22])[CH2:20][CH3:21])=[CH:4][C:3]=1[C:9]1[O:10][C:11]2[CH:17]=[CH:16][C:15]([Cl:18])=[CH:14][C:12]=2[N:13]=1. The catalyst class is: 7. (3) Reactant: [CH3:1][S:2](Cl)(=[O:4])=[O:3].[C:6]([C:10]1[CH:11]=[C:12]([NH:25][C:26]([NH:28][C@@H:29]2[C:38]3[C:33](=[CH:34][CH:35]=[CH:36][CH:37]=3)[C@H:32]([O:39][C:40]3[CH:41]=[CH:42][C:43]4[N:44]([C:46]([N:49]5[C@H:54]([CH3:55])[CH2:53][CH2:52][CH2:51][C@@H:50]5[CH3:56])=[N:47][N:48]=4)[CH:45]=3)[CH2:31][CH2:30]2)=[O:27])[N:13]([C:15]2[CH:20]=[CH:19][CH:18]=[C:17]([O:21][CH2:22][CH2:23][OH:24])[CH:16]=2)[N:14]=1)([CH3:9])([CH3:8])[CH3:7].CCN(C(C)C)C(C)C. Product: [C:6]([C:10]1[CH:11]=[C:12]([NH:25][C:26]([NH:28][C@@H:29]2[C:38]3[C:33](=[CH:34][CH:35]=[CH:36][CH:37]=3)[C@H:32]([O:39][C:40]3[CH:41]=[CH:42][C:43]4[N:44]([C:46]([N:49]5[C@H:54]([CH3:55])[CH2:53][CH2:52][CH2:51][C@@H:50]5[CH3:56])=[N:47][N:48]=4)[CH:45]=3)[CH2:31][CH2:30]2)=[O:27])[N:13]([C:15]2[CH:16]=[C:17]([CH:18]=[CH:19][CH:20]=2)[O:21][CH2:22][CH2:23][O:24][S:2]([CH3:1])(=[O:4])=[O:3])[N:14]=1)([CH3:9])([CH3:7])[CH3:8]. The catalyst class is: 2.